From a dataset of Full USPTO retrosynthesis dataset with 1.9M reactions from patents (1976-2016). Predict the reactants needed to synthesize the given product. (1) Given the product [CH3:31][O:30][C:28]([N:16]1[CH2:17][CH2:18][N:13]([CH2:12][C:9]2[N:8]=[C:7]([C:3]3[CH:2]=[C:1]([CH3:19])[CH:6]=[CH:5][CH:4]=3)[O:11][N:10]=2)[CH2:14][CH2:15]1)=[O:29], predict the reactants needed to synthesize it. The reactants are: [C:1]1([CH3:19])[CH:6]=[CH:5][CH:4]=[C:3]([C:7]2[O:11][N:10]=[C:9]([CH2:12][N:13]3[CH2:18][CH2:17][NH:16][CH2:15][CH2:14]3)[N:8]=2)[CH:2]=1.C(N(CC)CC)C.Cl[C:28]([O:30][CH3:31])=[O:29]. (2) Given the product [F:25][C:26]1[C:34]([F:35])=[C:33]([O:36][CH2:37][C:38]2[CH:47]=[CH:46][C:45]3[C:40](=[CH:41][CH:42]=[CH:43][CH:44]=3)[N:39]=2)[CH:32]=[CH:31][C:27]=1[C:28]([N:3]([O:2][CH3:1])[CH3:4])=[O:30], predict the reactants needed to synthesize it. The reactants are: [CH3:1][O:2][N:3](C)[C:4](=O)C1C=CC(OCC2C=CC3C(=CC=CC=3)N=2)=CC=1.[F:25][C:26]1[C:34]([F:35])=[C:33]([O:36][CH2:37][C:38]2[CH:47]=[CH:46][C:45]3[C:40](=[CH:41][CH:42]=[CH:43][CH:44]=3)[N:39]=2)[CH:32]=[CH:31][C:27]=1[C:28]([OH:30])=O. (3) Given the product [CH:1]1([CH:7]([NH:22][C:23]2[CH:24]=[CH:25][C:26]([C:27]([N:33]([CH3:32])[CH2:34][CH2:35][C:36]([OH:38])=[O:37])=[O:29])=[CH:30][CH:31]=2)[C:8]2[CH:12]=[C:11]([C:13]3[CH:18]=[CH:17][C:16]([Cl:19])=[CH:15][C:14]=3[Cl:20])[O:10][C:9]=2[CH3:21])[CH2:2][CH2:3][CH2:4][CH2:5][CH2:6]1, predict the reactants needed to synthesize it. The reactants are: [CH:1]1([CH:7]([NH:22][C:23]2[CH:31]=[CH:30][C:26]([C:27]([OH:29])=O)=[CH:25][CH:24]=2)[C:8]2[CH:12]=[C:11]([C:13]3[CH:18]=[CH:17][C:16]([Cl:19])=[CH:15][C:14]=3[Cl:20])[O:10][C:9]=2[CH3:21])[CH2:6][CH2:5][CH2:4][CH2:3][CH2:2]1.[CH3:32][NH:33][CH2:34][CH2:35][C:36]([O:38]CC)=[O:37]. (4) Given the product [I:22][C:16]1[CH:17]=[CH:18][C:19]2[N:7]([C:1]3[CH:2]=[CH:3][CH:4]=[CH:5][CH:6]=3)[C:8]3[C:13]([C:14]=2[CH:15]=1)=[CH:12][CH:11]=[CH:10][CH:9]=3, predict the reactants needed to synthesize it. The reactants are: [C:1]1([N:7]2[C:19]3[CH:18]=[CH:17][CH:16]=[CH:15][C:14]=3[C:13]3[C:8]2=[CH:9][CH:10]=[CH:11][CH:12]=3)[CH:6]=[CH:5][CH:4]=[CH:3][CH:2]=1.[I-].[K+].[I:22]([O-])(=O)=O.[K+].II.S([O-])([O-])(=O)=S.[Na+].[Na+]. (5) Given the product [CH:7]([C:5]1[N:6]([C:14]([O:13][C:10]([CH3:12])([CH3:11])[CH3:9])=[O:15])[C:2]([CH3:1])=[CH:3][CH:4]=1)=[O:8], predict the reactants needed to synthesize it. The reactants are: [CH3:1][C:2]1[NH:6][C:5]([CH:7]=[O:8])=[CH:4][CH:3]=1.[CH3:9][C:10]([O:13][C:14](O[C:14]([O:13][C:10]([CH3:12])([CH3:11])[CH3:9])=[O:15])=[O:15])([CH3:12])[CH3:11]. (6) Given the product [OH:37][C:36]1[C:35]([CH3:38])=[CH:34][C:31]([CH2:32][NH:1][C:2]2[NH:6][N:5]=[C:4]([NH:7][C:8]3[CH:9]=[CH:10][C:11]([NH:14][C:15](=[O:24])[C:16]4[CH:21]=[CH:20][CH:19]=[C:18]([O:22][CH3:23])[CH:17]=4)=[CH:12][CH:13]=3)[C:3]=2[C:25]([NH2:27])=[O:26])=[CH:30][C:29]=1[CH3:28], predict the reactants needed to synthesize it. The reactants are: [NH2:1][C:2]1[NH:6][N:5]=[C:4]([NH:7][C:8]2[CH:13]=[CH:12][C:11]([NH:14][C:15](=[O:24])[C:16]3[CH:21]=[CH:20][CH:19]=[C:18]([O:22][CH3:23])[CH:17]=3)=[CH:10][CH:9]=2)[C:3]=1[C:25]([NH2:27])=[O:26].[CH3:28][C:29]1[CH:30]=[C:31]([CH:34]=[C:35]([CH3:38])[C:36]=1[OH:37])[CH:32]=O.CN(C=O)C.[BH4-].[Na+]. (7) Given the product [CH3:36][N:9]([CH:6]1[CH2:7][CH2:8][CH:3]([C:1]2[NH:43][N:42]=[N:41][N:2]=2)[CH2:4][CH2:5]1)[C:10](=[O:35])[CH2:11][CH2:12][C@H:13]([N:17]1[CH2:22][C:21]2[CH:23]=[C:24]([O:27][C:28]3[CH:33]=[CH:32][CH:31]=[CH:30][CH:29]=3)[N:25]=[CH:26][C:20]=2[N:19]=[C:18]1[NH2:34])[CH:14]([CH3:16])[CH3:15], predict the reactants needed to synthesize it. The reactants are: [C:1]([CH:3]1[CH2:8][CH2:7][CH:6]([N:9]([CH3:36])[C:10](=[O:35])[CH2:11][CH2:12][C@H:13]([N:17]2[CH2:22][C:21]3[CH:23]=[C:24]([O:27][C:28]4[CH:33]=[CH:32][CH:31]=[CH:30][CH:29]=4)[N:25]=[CH:26][C:20]=3[N:19]=[C:18]2[NH2:34])[CH:14]([CH3:16])[CH3:15])[CH2:5][CH2:4]1)#[N:2].C[Si]([N:41]=[N+:42]=[N-:43])(C)C.C([Sn](=O)CCCC)CCC. (8) Given the product [F:20][C:19]([F:21])([F:22])[O:18][C:15]1[CH:14]=[CH:13][C:12]([C:10]2[N:6]=[C:5]([NH:4][C:1](=[O:3])[CH3:2])[NH:7][CH:9]=2)=[CH:17][CH:16]=1, predict the reactants needed to synthesize it. The reactants are: [C:1]([NH:4][C:5]([NH2:7])=[NH:6])(=[O:3])[CH3:2].Br[CH2:9][C:10]([C:12]1[CH:17]=[CH:16][C:15]([O:18][C:19]([F:22])([F:21])[F:20])=[CH:14][CH:13]=1)=O.